Regression. Given a peptide amino acid sequence and an MHC pseudo amino acid sequence, predict their binding affinity value. This is MHC class I binding data. From a dataset of Peptide-MHC class I binding affinity with 185,985 pairs from IEDB/IMGT. (1) The peptide sequence is GGKVFAPKQ. The MHC is HLA-A11:01 with pseudo-sequence HLA-A11:01. The binding affinity (normalized) is 0. (2) The MHC is H-2-Kd with pseudo-sequence H-2-Kd. The binding affinity (normalized) is 0. The peptide sequence is GSVSPDTEL. (3) The peptide sequence is SHDVLTVQF. The MHC is HLA-B44:02 with pseudo-sequence HLA-B44:02. The binding affinity (normalized) is 0.0847. (4) The peptide sequence is RGVFVLGFL. The MHC is Mamu-B52 with pseudo-sequence Mamu-B52. The binding affinity (normalized) is 0.901.